This data is from Reaction yield outcomes from USPTO patents with 853,638 reactions. The task is: Predict the reaction yield, written as a fraction of the theoretical maximum amount of product (1.0 means a 100% yield; for example, 0.34 means a 34% yield). (1) The reactants are C([O:8][C:9]1[CH:14]=[C:13]([O:15]CC2C=CC=CC=2)[CH:12]=[CH:11][C:10]=1[CH:23]1[CH2:26][N:25]([C:27]([C:29]2[CH:34]=[CH:33][CH:32]=[CH:31][CH:30]=2)=[O:28])[CH2:24]1)C1C=CC=CC=1. The catalyst is CO.[Pd]. The product is [OH:8][C:9]1[CH:14]=[C:13]([OH:15])[CH:12]=[CH:11][C:10]=1[CH:23]1[CH2:24][N:25]([C:27]([C:29]2[CH:30]=[CH:31][CH:32]=[CH:33][CH:34]=2)=[O:28])[CH2:26]1. The yield is 0.670. (2) The reactants are CN(C(ON1N=NC2C=CC=CC1=2)=[N+](C)C)C.F[P-](F)(F)(F)(F)F.[C:25]([O:28][C:29]1[CH:37]=[CH:36][C:32]([C:33]([OH:35])=[O:34])=[CH:31][CH:30]=1)(=[O:27])[CH3:26].[CH3:38][C:39]1([CH3:46])[O:43][CH:42]([CH2:44]O)[CH2:41][O:40]1.C(N(CC)CC)C. The catalyst is C(Cl)Cl.C(OCC)(=O)C. The product is [C:25]([O:28][C:29]1[CH:37]=[CH:36][C:32]([C:33]([O:35][CH2:44][CH:42]2[CH2:41][O:40][C:39]([CH3:46])([CH3:38])[O:43]2)=[O:34])=[CH:31][CH:30]=1)(=[O:27])[CH3:26]. The yield is 0.370. (3) The reactants are [F:1][C:2]1[CH:3]=[CH:4][C:5]([N+:9]([O-:11])=[O:10])=[C:6]([CH:8]=1)[NH2:7].[Cl:12][C:13]1[CH:18]=[C:17]([Cl:19])[N:16]=[C:15](S(C)(=O)=O)[N:14]=1.C1COCC1.CCC([O-])(C)C.[Na+]. The catalyst is CN(C=O)C. The product is [Cl:12][C:13]1[CH:18]=[C:17]([Cl:19])[N:16]=[C:15]([NH:7][C:6]2[CH:8]=[C:2]([F:1])[CH:3]=[CH:4][C:5]=2[N+:9]([O-:11])=[O:10])[N:14]=1. The yield is 0.950.